Dataset: Catalyst prediction with 721,799 reactions and 888 catalyst types from USPTO. Task: Predict which catalyst facilitates the given reaction. (1) Reactant: [NH:1]1[CH:5]=[N:4][CH:3]=[N:2]1.[H-].[Na+].F[C:9]1[CH:14]=[CH:13][C:12]([N+:15]([O-:17])=[O:16])=[CH:11][CH:10]=1.O. Product: [N+:15]([C:12]1[CH:13]=[CH:14][C:9]([N:1]2[CH:5]=[N:4][CH:3]=[N:2]2)=[CH:10][CH:11]=1)([O-:17])=[O:16]. The catalyst class is: 3. (2) Reactant: Cl.[CH:2]([N:5]1[C:14]2[C:9](=[C:10]([CH3:15])[CH:11]=[CH:12][CH:13]=2)[CH:8]=[C:7]([C:16]([NH:18][CH2:19][CH:20]2[CH2:25][CH2:24][NH:23][CH2:22][CH2:21]2)=[O:17])[C:6]1=[O:26])([CH3:4])[CH3:3].Br[CH:28]([CH3:36])[C:29]([O:31][C:32]([CH3:35])([CH3:34])[CH3:33])=[O:30].C(N(CC)CC)C.C(=O)([O-])O.[Na+]. Product: [CH:2]([N:5]1[C:14]2[C:9](=[C:10]([CH3:15])[CH:11]=[CH:12][CH:13]=2)[CH:8]=[C:7]([C:16]([NH:18][CH2:19][CH:20]2[CH2:25][CH2:24][N:23]([CH:28]([CH3:36])[C:29]([O:31][C:32]([CH3:35])([CH3:34])[CH3:33])=[O:30])[CH2:22][CH2:21]2)=[O:17])[C:6]1=[O:26])([CH3:4])[CH3:3]. The catalyst class is: 7. (3) Reactant: [N+:1]([C:4]1[CH:9]=[CH:8][C:7]([CH2:10][NH2:11])=[CH:6][CH:5]=1)([O-:3])=[O:2].[CH3:12][S:13](Cl)(=[O:15])=[O:14]. Product: [N+:1]([C:4]1[CH:5]=[CH:6][C:7]([CH2:10][NH:11][S:13]([CH3:12])(=[O:15])=[O:14])=[CH:8][CH:9]=1)([O-:3])=[O:2]. The catalyst class is: 529. (4) Reactant: [NH2:1][C@@H:2]1[C:11]2[C:6](=[CH:7][CH:8]=[CH:9][CH:10]=2)[C@H:5]([OH:12])[CH2:4][CH2:3]1.[H-].[Na+].F[C:16]1[CH:17]=[CH:18][C:19]2[N:20]([C:22]([CH2:25][CH2:26][N:27]3[CH2:31][CH2:30][CH2:29][CH2:28]3)=[N:23][N:24]=2)[CH:21]=1. Product: [N:27]1([CH2:26][CH2:25][C:22]2[N:20]3[CH:21]=[C:16]([O:12][C@H:5]4[C:6]5[C:11](=[CH:10][CH:9]=[CH:8][CH:7]=5)[C@@H:2]([NH2:1])[CH2:3][CH2:4]4)[CH:17]=[CH:18][C:19]3=[N:24][N:23]=2)[CH2:31][CH2:30][CH2:29][CH2:28]1. The catalyst class is: 3.